From a dataset of Reaction yield outcomes from USPTO patents with 853,638 reactions. Predict the reaction yield, written as a fraction of the theoretical maximum amount of product (1.0 means a 100% yield; for example, 0.34 means a 34% yield). (1) The reactants are [CH3:1][C:2]1([CH3:21])[CH:6]([C:7]2[CH:12]=[CH:11][CH:10]=[CH:9][CH:8]=2)[C:5]2[C:13]([CH3:20])=[C:14]([NH2:19])[C:15]([CH3:18])=[C:16]([CH3:17])[C:4]=2[O:3]1.Br[CH2:23][C:24]1[CH:29]=[CH:28][CH:27]=[CH:26][C:25]=1[CH2:30]Br.C(=O)([O-])[O-].[K+].[K+].CN(C)C=O. The catalyst is O. The product is [CH3:1][C:2]1([CH3:21])[CH:6]([C:7]2[CH:8]=[CH:9][CH:10]=[CH:11][CH:12]=2)[C:5]2[C:13]([CH3:20])=[C:14]([N:19]3[CH2:30][C:25]4[C:24](=[CH:29][CH:28]=[CH:27][CH:26]=4)[CH2:23]3)[C:15]([CH3:18])=[C:16]([CH3:17])[C:4]=2[O:3]1. The yield is 0.150. (2) The reactants are CO[CH:3](OC)[CH2:4][NH:5][C:6](=[O:19])[C:7]([NH:9][CH2:10][C:11]1[CH:16]=[CH:15][C:14]([O:17][CH3:18])=[CH:13][CH:12]=1)=[O:8].C(O)(C(F)(F)F)=O. The catalyst is CC(O)=O. The product is [OH:19][C:6]1[C:7](=[O:8])[N:9]([CH2:10][C:11]2[CH:12]=[CH:13][C:14]([O:17][CH3:18])=[CH:15][CH:16]=2)[CH:3]=[CH:4][N:5]=1. The yield is 0.860. (3) The reactants are [NH2:1][C@@H:2]([CH2:24][C:25]1[CH:30]=[CH:29][CH:28]=[CH:27][CH:26]=1)[C@H:3]([OH:23])[CH2:4][N:5](OC1CCCC1)[S:6]([C:9]1[CH:14]=[CH:13][C:12]([O:15][CH3:16])=[CH:11][CH:10]=1)(=[O:8])=[O:7].Cl.CN(C)[CH2:34][CH2:35][CH2:36]N=C=NCC.[OH:43]N1C2C=CC=CC=2N=N1.Cl.[NH2:54][C:55](=[O:74])[CH2:56][C@H:57]([NH:61][C:62]([C:64]1[CH:73]=[CH:72][C:71]2[C:66](=[CH:67][CH:68]=[CH:69][CH:70]=2)[N:65]=1)=[O:63])[C:58]([OH:60])=O.C(N([CH2:82][CH3:83])C(C)C)(C)C. No catalyst specified. The product is [CH2:24]([C@H:2]([NH:1][C:58](=[O:60])[C@@H:57]([NH:61][C:62]([C:64]1[CH:73]=[CH:72][C:71]2[C:66](=[CH:67][CH:68]=[CH:69][CH:70]=2)[N:65]=1)=[O:63])[CH2:56][C:55]([NH2:54])=[O:74])[C@@H:3]([OH:23])[CH:4]([NH:5][S:6]([C:9]1[CH:14]=[CH:13][C:12]([O:15][CH3:16])=[CH:11][CH:10]=1)(=[O:7])=[O:8])[O:43][CH:34]1[CH2:35][CH2:36][CH2:83][CH2:82]1)[C:25]1[CH:30]=[CH:29][CH:28]=[CH:27][CH:26]=1. The yield is 0.410. (4) No catalyst specified. The yield is 0.750. The product is [CH3:1][CH:2]([CH3:5])[CH2:3][O:4][C:7]1[CH:14]=[CH:13][C:10]([CH:11]=[O:12])=[CH:9][C:8]=1[N+:15]([O-:17])=[O:16].[CH:18]([C:20]1[CH:21]=[CH:22][C:23]([O:27][CH2:28][CH:29]([CH3:31])[CH3:30])=[C:24]([NH:25][C:3]([NH:32][C:33]2[S:34][CH:35]=[CH:36][N:37]=2)=[O:4])[CH:26]=1)=[O:19]. The reactants are [CH3:1][CH:2]([CH3:5])[CH2:3][OH:4].F[C:7]1[CH:14]=[CH:13][C:10]([CH:11]=[O:12])=[CH:9][C:8]=1[N+:15]([O-:17])=[O:16].[CH:18]([C:20]1[CH:21]=[CH:22][C:23]([O:27][CH2:28][CH:29]([CH3:31])[CH3:30])=[C:24]([CH:26]=1)[NH2:25])=[O:19].[NH2:32][C:33]1[S:34][CH:35]=[CH:36][N:37]=1.